From a dataset of Forward reaction prediction with 1.9M reactions from USPTO patents (1976-2016). Predict the product of the given reaction. (1) Given the reactants [NH2:1][C:2]1[CH:10]=[C:9]([Cl:11])[CH:8]=[C:7]([Cl:12])[C:3]=1[C:4](O)=[O:5].CC[N:15]=C=NCCCN(C)C.C1C=CC2N(O)N=NC=2C=1.CN1CCOCC1.[NH4+].[OH-], predict the reaction product. The product is: [NH2:1][C:2]1[CH:10]=[C:9]([Cl:11])[CH:8]=[C:7]([Cl:12])[C:3]=1[C:4]([NH2:15])=[O:5]. (2) Given the reactants [NH:1]1[CH2:6][CH2:5][O:4][CH2:3][CH2:2]1.[S:7]1[C:11]2[CH:12]=[C:13]([N:16]3[CH2:20][CH2:19][N:18]([C:21]4[CH:22]=[N:23][CH:24]=[CH:25][C:26]=4[CH:27]=O)[C:17]3=[O:29])[CH:14]=[CH:15][C:10]=2[N:9]=[CH:8]1.[BH-](OC(C)=O)(OC(C)=O)OC(C)=O.[Na+].CO, predict the reaction product. The product is: [S:7]1[C:11]2[CH:12]=[C:13]([N:16]3[CH2:20][CH2:19][N:18]([C:21]4[CH:22]=[N:23][CH:24]=[CH:25][C:26]=4[CH2:27][N:1]4[CH2:6][CH2:5][O:4][CH2:3][CH2:2]4)[C:17]3=[O:29])[CH:14]=[CH:15][C:10]=2[N:9]=[CH:8]1. (3) Given the reactants [Cl:1][C:2]1[CH:3]=[N:4][CH:5]=[C:6]([Cl:31])[C:7]=1[NH:8][C:9](=[O:30])[C:10]([C:12]1[C:20]2[C:15](=[CH:16][CH:17]=[C:18]([OH:21])[CH:19]=2)[N:14]([CH2:22][C:23]2[CH:28]=[CH:27][C:26]([F:29])=[CH:25][CH:24]=2)[CH:13]=1)=[O:11].[BH4-].[Na+], predict the reaction product. The product is: [Cl:1][C:2]1[CH:3]=[N:4][CH:5]=[C:6]([Cl:31])[C:7]=1[NH:8][C:9](=[O:30])[CH:10]([C:12]1[C:20]2[C:15](=[CH:16][CH:17]=[C:18]([OH:21])[CH:19]=2)[N:14]([CH2:22][C:23]2[CH:28]=[CH:27][C:26]([F:29])=[CH:25][CH:24]=2)[CH:13]=1)[OH:11]. (4) Given the reactants I[C:2]1[C:10]2[C:5](=[N:6][CH:7]=[C:8]([C:11]3[CH:16]=[C:15]([O:17][CH3:18])[C:14]([O:19][CH3:20])=[C:13]([O:21][CH3:22])[CH:12]=3)[N:9]=2)[N:4]([Si](C(C)C)(C(C)C)C(C)C)[CH:3]=1.CCCCCC.[C:39]([O:43][C:44]([N:46]1[CH2:50][CH2:49][CH:48]([C:51](=[O:56])N(OC)C)[CH2:47]1)=[O:45])([CH3:42])([CH3:41])[CH3:40], predict the reaction product. The product is: [C:39]([O:43][C:44]([N:46]1[CH2:50][CH2:49][CH:48]([C:51]([C:2]2[C:10]3[C:5](=[N:6][CH:7]=[C:8]([C:11]4[CH:16]=[C:15]([O:17][CH3:18])[C:14]([O:19][CH3:20])=[C:13]([O:21][CH3:22])[CH:12]=4)[N:9]=3)[NH:4][CH:3]=2)=[O:56])[CH2:47]1)=[O:45])([CH3:42])([CH3:41])[CH3:40]. (5) Given the reactants C([O:4][C:5]1[CH:22]=[CH:21][C:20]2[C@@H:19]3[C@H:10]([C@H:11]4[C@@:15]([CH2:17][CH:18]3[CH2:23][CH2:24][CH2:25][CH2:26][CH2:27][Cl:28])([CH3:16])[C:14](=[O:29])[CH:13](Br)[CH2:12]4)[CH2:9][CH2:8][C:7]=2[CH:6]=1)(=O)C.[OH2:31].[OH-].[Na+].Cl, predict the reaction product. The product is: [Cl:28][CH2:27][CH2:26][CH2:25][CH2:24][CH2:23][CH:18]1[CH2:17][C@@:15]2([CH3:16])[C@@H:11]([CH2:12][CH:13]([OH:31])[C:14]2=[O:29])[C@H:10]2[C@H:19]1[C:20]1[CH:21]=[CH:22][C:5]([OH:4])=[CH:6][C:7]=1[CH2:8][CH2:9]2. (6) Given the reactants [NH:1]([C:3]([CH:5]1[CH2:10][CH2:9][N:8]([C:11]([O:13][C:14]([CH3:17])([CH3:16])[CH3:15])=[O:12])[CH2:7][CH2:6]1)=[O:4])[NH2:2].COC(OC)N(C)C.O1CC[CH2:28][CH2:27]1, predict the reaction product. The product is: [C:14]([O:13][C:11]([N:8]1[CH2:9][CH2:10][CH:5]([C:3]2[O:4][C:27]([CH3:28])=[N:2][N:1]=2)[CH2:6][CH2:7]1)=[O:12])([CH3:17])([CH3:16])[CH3:15]. (7) Given the reactants IC.[CH3:3][C:4]([N+:14]([O-:16])=[O:15])([CH3:13])[CH2:5][C:6]1[CH:11]=[CH:10][C:9]([OH:12])=[CH:8][CH:7]=1.[C:17](=O)([O-])[O-].[K+].[K+], predict the reaction product. The product is: [CH3:17][O:12][C:9]1[CH:10]=[CH:11][C:6]([CH2:5][C:4]([CH3:3])([N+:14]([O-:16])=[O:15])[CH3:13])=[CH:7][CH:8]=1.